From a dataset of Full USPTO retrosynthesis dataset with 1.9M reactions from patents (1976-2016). Predict the reactants needed to synthesize the given product. (1) Given the product [CH2:12]([NH:11][C@H:10]([C:28]([OH:30])=[O:29])[CH2:9][SH:8])[CH2:13][NH:14][C@H:15]([C:25]([OH:27])=[O:26])[CH2:16][SH:17], predict the reactants needed to synthesize it. The reactants are: C([S:8][CH2:9][C@@H:10]([C:28]([OH:30])=[O:29])[NH:11][CH2:12][CH2:13][NH:14][C@H:15]([C:25]([OH:27])=[O:26])[CH2:16][S:17]CC1C=CC=CC=1)C1C=CC=CC=1.C(Cl)C1C=CC=CC=1.Cl. (2) Given the product [Cl:17][C:4]1[CH:3]=[C:2]([NH:1][C:34]2[C:35]3[N:27]([CH2:26][CH2:25][NH:24][C:23](=[O:37])[C:46]([CH3:47])([S:51]([CH3:54])(=[O:53])=[O:52])[CH3:45])[CH:28]=[CH:29][C:30]=3[N:31]=[CH:32][N:33]=2)[CH:16]=[CH:15][C:5]=1[O:6][C:7]1[CH:14]=[CH:13][CH:12]=[C:9]([C:10]#[N:11])[CH:8]=1, predict the reactants needed to synthesize it. The reactants are: [NH2:1][C:2]1[CH:16]=[CH:15][C:5]([O:6][C:7]2[CH:8]=[C:9]([CH:12]=[CH:13][CH:14]=2)[C:10]#[N:11])=[C:4]([Cl:17])[CH:3]=1.C(O[C:23](=[O:37])[NH:24][CH2:25][CH2:26][N:27]1[C:35]2[C:34](Cl)=[N:33][CH:32]=[N:31][C:30]=2[CH:29]=[CH:28]1)(C)(C)C.Cl.C(OCC)(=O)C.[CH3:45][C:46]([S:51]([CH3:54])(=[O:53])=[O:52])(C)[C:47](O)=O.Cl.C(N=C=NCCCN(C)C)C.ON1C2C=CC=CC=2N=N1. (3) Given the product [ClH:28].[ClH:47].[Cl:28][C:29]1[CH:34]=[C:33]([C:2]2[CH:3]=[C:4]3[C:9](=[CH:10][CH:11]=2)[N:8]=[CH:7][C:6]([S:12]([CH3:15])(=[O:14])=[O:13])=[C:5]3[NH:16][CH:17]2[CH2:22][CH2:21][CH:20]([N:23]([CH2:26][CH3:27])[CH2:24][CH3:25])[CH2:19][CH2:18]2)[CH:32]=[C:31]([O:44][CH3:45])[C:30]=1[OH:46], predict the reactants needed to synthesize it. The reactants are: Br[C:2]1[CH:3]=[C:4]2[C:9](=[CH:10][CH:11]=1)[N:8]=[CH:7][C:6]([S:12]([CH3:15])(=[O:14])=[O:13])=[C:5]2[NH:16][CH:17]1[CH2:22][CH2:21][CH:20]([N:23]([CH2:26][CH3:27])[CH2:24][CH3:25])[CH2:19][CH2:18]1.[Cl:28][C:29]1[CH:34]=[C:33](B2OC(C)(C)C(C)(C)O2)[CH:32]=[C:31]([O:44][CH3:45])[C:30]=1[OH:46].[ClH:47]. (4) Given the product [Br:5][CH2:6][CH2:7][C:8]1[C:16]2[C:11](=[CH:12][CH:13]=[C:14]([O:17][CH3:18])[CH:15]=2)[N:10]([CH3:3])[CH:9]=1, predict the reactants needed to synthesize it. The reactants are: [H-].[Na+].[CH3:3]I.[Br:5][CH2:6][CH2:7][C:8]1[C:16]2[C:11](=[CH:12][CH:13]=[C:14]([O:17][CH3:18])[CH:15]=2)[NH:10][CH:9]=1. (5) Given the product [Cl:8][C:5]1[CH:6]=[CH:7][C:2]([B:26]([OH:27])[OH:25])=[C:3]([O:9][CH2:10][C:11]2[CH:16]=[CH:15][CH:14]=[CH:13][CH:12]=2)[CH:4]=1, predict the reactants needed to synthesize it. The reactants are: Br[C:2]1[CH:7]=[CH:6][C:5]([Cl:8])=[CH:4][C:3]=1[O:9][CH2:10][C:11]1[CH:16]=[CH:15][CH:14]=[CH:13][CH:12]=1.C([Li])CCC.C([O:25][B:26](OC(C)C)[O:27]C(C)C)(C)C. (6) Given the product [CH:29]1([C:34]([NH:1][C:2]2[CH:7]=[C:6]([C:8]3[C:9]([C:22]4[CH:27]=[CH:26][C:25]([F:28])=[CH:24][CH:23]=4)=[N:10][N:11]([C:13]4[CH:14]=[CH:15][C:16]5[N:17]([CH:19]=[N:20][N:21]=5)[N:18]=4)[CH:12]=3)[CH:5]=[CH:4][N:3]=2)=[O:35])[CH2:33][CH2:32][CH2:31][CH2:30]1, predict the reactants needed to synthesize it. The reactants are: [NH2:1][C:2]1[CH:7]=[C:6]([C:8]2[C:9]([C:22]3[CH:27]=[CH:26][C:25]([F:28])=[CH:24][CH:23]=3)=[N:10][N:11]([C:13]3[CH:14]=[CH:15][C:16]4[N:17]([CH:19]=[N:20][N:21]=4)[N:18]=3)[CH:12]=2)[CH:5]=[CH:4][N:3]=1.[CH:29]1([C:34](Cl)=[O:35])[CH2:33][CH2:32][CH2:31][CH2:30]1.